From a dataset of Drug-target binding data from BindingDB using IC50 measurements. Regression. Given a target protein amino acid sequence and a drug SMILES string, predict the binding affinity score between them. We predict pIC50 (pIC50 = -log10(IC50 in M); higher means more potent). Dataset: bindingdb_ic50. (1) The compound is N[C@H]1C[C@@H](N2Cc3[nH]nc(NC(=O)c4nccs4)c3C2)CO[C@@H]1c1cc(F)ccc1F. The target protein (A5D7B7) has sequence MKTWLKIVFGVATSAVLALLVMCIVLRPSRVHNSEESTTRALTLKDILNGTFSYKTFFPNWISGQEYLHQSTDNNVVFYNIETGESYTILSNTTMKSVNASNYGLSPDRQFAYLESDYSKLWRYSYTATYHIYDLTNGEFIRRNELPRPIQYLCWSPVGSKLAYVYQNNIYLKQRPEDPPFQITYNGKENKIFNGIPDWVYEEEMLATKYALWWSPNGKFLAYAEFNDTEIPVIAYSYYGDEQYPRTINIPYPKAGAKNPVVRIFIIDATYPEHIGPREVPVPAMIASSDYYFSWLTWVTDDRICLQWLKRIQNVSVLSTCDFREDWQTWNCPKTQEHIEESRTGWAGGFFVSTPVFSHDTISYYKIFSDKDGYKHIHYIRDTVENAIQITSGKWEAINIFRVTQDSLFYSSNEFEGYPGRRNIYRISIGSHSPSKKCITCHLRKKRCQYYTASFSDYAKYYALVCYGPGLPISTLHDGRTDQEIKILEDNKELENALKN.... The pIC50 is 4.4. (2) The small molecule is CCOC(=O)Nc1cc(-c2cnc(C)c3c2ccn3S(=O)(=O)c2ccccc2)ccn1. The target protein (Q8NEB9) has sequence MGEAEKFHYIYSCDLDINVQLKIGSLEGKREQKSYKAVLEDPMLKFSGLYQETCSDLYVTCQVFAEGKPLALPVRTSYKAFSTRWNWNEWLKLPVKYPDLPRNAQVALTIWDVYGPGKAVPVGGTTVSLFGKYGMFRQGMHDLKVWPNVEADGSEPTKTPGRTSSTLSEDQMSRLAKLTKAHRQGHMVKVDWLDRLTFREIEMINESEKRSSNFMYLMVEFRCVKCDDKEYGIVYYEKDGDESSPILTSFELVKVPDPQMSMENLVESKHHKLARSLRSGPSDHDLKPNAATRDQLNIIVSYPPTKQLTYEEQDLVWKFRYYLTNQEKALTKFLKCVNWDLPQEAKQALELLGKWKPMDVEDSLELLSSHYTNPTVRRYAVARLRQADDEDLLMYLLQLVQALKYENFDDIKNGLEPTKKDSQSSVSENVSNSGINSAEIDSSQIITSPLPSVSSPPPASKTKEVPDGENLEQDLCTFLISRACKNSTLANYLYWYVIVE.... The pIC50 is 7.5. (3) The small molecule is C[C@@]1(N)[C@H](O)[C@@H](COP(=O)([O-])OP(=O)([O-])OP(=O)([O-])[O-])O[C@H]1c1ccc2c(N)ncnn12. The target protein sequence is SMSYTWTGALITPCAAEESKLPINALSNSLLRHHNMVYATTSRSAGLRQKKVTFDRLQVLDDHYRDVLKEMKAKASTVKAKLLSVEEACKLTPPHSAKSKFGYGAKDVRNLSSKAVNHIHSVWKDLLEDTVTPIDTTIMAKNEVFCVQPEKGGRKPARLIVFPDLGVRVCEKMALYDVVSTLPQVVMGSSYGFQYSPGQRVEFLVNTWKSKKNPMGFSYDTRCFDSTVTENDIRVEESIYQCCDLAPEARQAIKSLTERLYIGGPLTNSKGQNCGYRRCRASGVLTTSCGNTLTCYLKASAACRAAKLQDCTMLVNGDDLVVICESAGTQEDAASLRVFTEAMTRYSAPPGDPPQPEYDLELITSCSSNVSVAHDASGKRVYYLTRDPTTPLARAAWETARHTPVNSWLGNIIMYAPTLWARMILMTHFFSILLAQEQLEKALDCQIYGACYSIEPLDLPQIIERLHGLSAFSLHSYSPGEINRVASCLRKLGVPPLRVW.... The pIC50 is 6.0.